This data is from Forward reaction prediction with 1.9M reactions from USPTO patents (1976-2016). The task is: Predict the product of the given reaction. (1) Given the reactants C(OC(=O)[NH:7][C:8]1[N:13]=[CH:12][C:11]([C:14]2[N:15]=[C:16]([N:36]3[CH2:41][CH2:40][O:39][CH2:38][CH2:37]3)[C:17]3[N:23]=[CH:22][C:21]([C:24]4[CH:29]=[CH:28][C:27]([C:30](=[O:35])[NH:31][CH:32]5[CH2:34][CH2:33]5)=[CH:26][CH:25]=4)=[CH:20][C:18]=3[N:19]=2)=[CH:10][N:9]=1)(C)(C)C.C(Cl)Cl.C(O)(C(F)(F)F)=O, predict the reaction product. The product is: [NH2:7][C:8]1[N:13]=[CH:12][C:11]([C:14]2[N:15]=[C:16]([N:36]3[CH2:37][CH2:38][O:39][CH2:40][CH2:41]3)[C:17]3[N:23]=[CH:22][C:21]([C:24]4[CH:25]=[CH:26][C:27]([C:30]([NH:31][CH:32]5[CH2:33][CH2:34]5)=[O:35])=[CH:28][CH:29]=4)=[CH:20][C:18]=3[N:19]=2)=[CH:10][N:9]=1. (2) Given the reactants C(N(CC)C(C)C)(C)C.C(N=C=NCCCN(C)C)C.[Cl:21][C:22]1[C:23]([O:32][C:33]2[CH:34]=[N:35][C:36]([O:40][CH2:41][C:42]([F:47])([F:46])[CH:43]([F:45])[F:44])=[C:37]([Cl:39])[CH:38]=2)=[CH:24][C:25]([F:31])=[C:26]([CH:30]=1)[C:27]([OH:29])=O.[N:48]1([S:52]([NH2:55])(=[O:54])=[O:53])[CH2:51][CH2:50][CH2:49]1, predict the reaction product. The product is: [N:48]1([S:52]([NH:55][C:27](=[O:29])[C:26]2[CH:30]=[C:22]([Cl:21])[C:23]([O:32][C:33]3[CH:34]=[N:35][C:36]([O:40][CH2:41][C:42]([F:47])([F:46])[CH:43]([F:45])[F:44])=[C:37]([Cl:39])[CH:38]=3)=[CH:24][C:25]=2[F:31])(=[O:54])=[O:53])[CH2:51][CH2:50][CH2:49]1. (3) Given the reactants [NH2:1][C@H:2]([C:5]1[CH:10]=[CH:9][CH:8]=[CH:7][CH:6]=1)[CH2:3][OH:4].Cl[C:12]([O:14][CH2:15][C:16]1[CH:21]=[CH:20][CH:19]=[CH:18][CH:17]=1)=[O:13].C(N(CC)CC)C, predict the reaction product. The product is: [CH2:15]([O:14][C:12](=[O:13])[NH:1][C@H:2]([C:5]1[CH:10]=[CH:9][CH:8]=[CH:7][CH:6]=1)[CH2:3][OH:4])[C:16]1[CH:21]=[CH:20][CH:19]=[CH:18][CH:17]=1. (4) Given the reactants [CH3:1][C:2]1[CH:7]=[C:6]([CH3:8])[N:5]=[C:4]([N:9]2[CH2:15][CH2:14][CH2:13][N:12]([C:16]3[CH:21]=[CH:20][C:19]([N+:22]([O-])=O)=[CH:18][CH:17]=3)[CH2:11][CH2:10]2)[CH:3]=1.C(O)C.C(N(CC)CC)C, predict the reaction product. The product is: [CH3:1][C:2]1[CH:7]=[C:6]([CH3:8])[N:5]=[C:4]([N:9]2[CH2:15][CH2:14][CH2:13][N:12]([C:16]3[CH:17]=[CH:18][C:19]([NH2:22])=[CH:20][CH:21]=3)[CH2:11][CH2:10]2)[CH:3]=1. (5) Given the reactants [S:1]1[CH:5]=[CH:4][CH:3]=[C:2]1[CH2:6][C:7](O)=O.C(N(CC)CC)C.[N+:17](C1C=CC(CBr)=CC=1)([O-:19])=[O:18].C1C[O:31][CH2:30][CH2:29]1.C1(C)C=CC=CC=1, predict the reaction product. The product is: [CH3:29][C:30]([S:1][C:5]1[CH:4]=[CH:3][C:2]([N+:17]([O-:19])=[O:18])=[CH:6][CH:7]=1)=[O:31].